From a dataset of Catalyst prediction with 721,799 reactions and 888 catalyst types from USPTO. Predict which catalyst facilitates the given reaction. (1) Reactant: CC(C[AlH]CC(C)C)C.C1(C)C=CC=CC=1.[Br:17][C:18]1[CH:23]=[CH:22][C:21](/[C:24](/[CH3:31])=[CH:25]/[C:26](OCC)=[O:27])=[CH:20][CH:19]=1.Cl. Product: [Br:17][C:18]1[CH:19]=[CH:20][C:21](/[C:24](/[CH3:31])=[CH:25]/[CH2:26][OH:27])=[CH:22][CH:23]=1. The catalyst class is: 36. (2) Product: [ClH:34].[CH:24]([C:21]1[CH:22]=[CH:23][C:18]([CH:17]2[C:11]3([CH2:10][CH2:9][NH:8][CH2:13][CH2:12]3)[O:14][C:15]3[C:30]([CH3:31])=[C:29]([CH3:32])[CH:28]=[C:27]([CH3:33])[C:16]2=3)=[CH:19][CH:20]=1)([CH3:26])[CH3:25]. The catalyst class is: 7. Reactant: C([N:8]1[CH2:13][CH2:12][C:11]2([CH:17]([C:18]3[CH:23]=[CH:22][C:21]([CH:24]([CH3:26])[CH3:25])=[CH:20][CH:19]=3)[C:16]3[C:27]([CH3:33])=[CH:28][C:29]([CH3:32])=[C:30]([CH3:31])[C:15]=3[O:14]2)[CH2:10][CH2:9]1)C1C=CC=CC=1.[Cl:34]C(OC(Cl)C)=O.